Dataset: Reaction yield outcomes from USPTO patents with 853,638 reactions. Task: Predict the reaction yield, written as a fraction of the theoretical maximum amount of product (1.0 means a 100% yield; for example, 0.34 means a 34% yield). The reactants are C(N(CC)CC)C.[N:8]([C:11]1[CH:18]=[CH:17][C:14]([C:15]#[N:16])=[C:13]([C:19]([F:22])([F:21])[F:20])[CH:12]=1)=[C:9]=[S:10].[NH2:23][C:24]1([C:29]#[N:30])[CH2:28][CH2:27][CH2:26][CH2:25]1.ClCCl.CC(C)=O. The catalyst is C1COCC1. The product is [NH:30]=[C:29]1[C:24]2([CH2:28][CH2:27][CH2:26][CH2:25]2)[NH:23][C:9](=[S:10])[N:8]1[C:11]1[CH:18]=[CH:17][C:14]([C:15]#[N:16])=[C:13]([C:19]([F:20])([F:22])[F:21])[CH:12]=1. The yield is 0.730.